This data is from Catalyst prediction with 721,799 reactions and 888 catalyst types from USPTO. The task is: Predict which catalyst facilitates the given reaction. (1) Reactant: [Br:1][C:2]1[CH:7]=[CH:6][C:5]([CH:8]([CH:26]2[CH2:28][CH2:27]2)[N:9]2[CH2:14][CH2:13][C:12]([CH2:21][C:22]([CH3:24])=[CH2:23])([C:15]3[CH:20]=[CH:19][CH:18]=[CH:17][CH:16]=3)[O:11][C:10]2=[O:25])=[CH:4][CH:3]=1.ClC1C=C(C=CC=1)C(OO)=[O:34].[O-]S([O-])(=S)=O.[Na+].[Na+].C([O-])(O)=O.[Na+]. Product: [Br:1][C:2]1[CH:3]=[CH:4][C:5]([CH:8]([CH:26]2[CH2:28][CH2:27]2)[N:9]2[CH2:14][CH2:13][C:12]([CH2:21][C:22]3([CH3:24])[CH2:23][O:34]3)([C:15]3[CH:16]=[CH:17][CH:18]=[CH:19][CH:20]=3)[O:11][C:10]2=[O:25])=[CH:6][CH:7]=1. The catalyst class is: 4. (2) Reactant: [H-].[H-].[H-].[H-].[Li+].[Al+3].[NH2:7][C@@H:8]([CH:15]([CH3:17])[CH3:16])[C:9]([N:11]1[CH2:14][CH2:13][CH2:12]1)=O.[OH-].[Na+].[O-]S([O-])(=O)=O.[Na+].[Na+]. Product: [N:11]1([CH2:9][C@@H:8]([NH2:7])[CH:15]([CH3:17])[CH3:16])[CH2:14][CH2:13][CH2:12]1. The catalyst class is: 20. (3) Reactant: [C:1]([C:3]1[CH:8]=[CH:7][C:6]([CH:9]([N:13]([CH3:22])[CH2:14][C:15]([O:17][C:18]([CH3:21])([CH3:20])[CH3:19])=[O:16])[CH2:10][O:11][CH3:12])=[CH:5][CH:4]=1)#[N:2].[NH2:23][OH:24]. Product: [OH:24][N:23]=[C:1]([C:3]1[CH:8]=[CH:7][C:6]([CH:9]([N:13]([CH3:22])[CH2:14][C:15]([O:17][C:18]([CH3:20])([CH3:19])[CH3:21])=[O:16])[CH2:10][O:11][CH3:12])=[CH:5][CH:4]=1)[NH2:2]. The catalyst class is: 8. (4) Reactant: [NH2:1][C:2]1[CH:18]=[C:17]([OH:19])[C:16]([O:20][CH3:21])=[CH:15][C:3]=1[C:4]([C:6]1[CH:7]=[C:8]([CH:12]=[CH:13][CH:14]=1)[C:9]([OH:11])=[O:10])=O.[NH2:22][CH2:23][C:24](OCC)=[O:25].Cl. Product: [CH3:21][O:20][C:16]1[C:17]([OH:19])=[CH:18][C:2]2[NH:1][C:24](=[O:25])[CH2:23][N:22]=[C:4]([C:6]3[CH:7]=[C:8]([CH:12]=[CH:13][CH:14]=3)[C:9]([OH:11])=[O:10])[C:3]=2[CH:15]=1. The catalyst class is: 17. (5) Reactant: C([O:3][C:4](=[O:38])[CH2:5][C:6]1[CH:7]=[C:8]([C:14]2[CH:19]=[CH:18][C:17]([C:20]3[CH:21]=[N:22][C:23]([O:26][CH2:27][CH3:28])=[CH:24][CH:25]=3)=[CH:16][C:15]=2[CH2:29][N:30]([C:33]([CH:35]2[CH2:37][CH2:36]2)=[O:34])[CH2:31][CH3:32])[C:9]([O:12][CH3:13])=[CH:10][CH:11]=1)C.[OH-].[Li+].Cl. The catalyst class is: 30. Product: [CH:35]1([C:33]([N:30]([CH2:29][C:15]2[CH:16]=[C:17]([C:20]3[CH:21]=[N:22][C:23]([O:26][CH2:27][CH3:28])=[CH:24][CH:25]=3)[CH:18]=[CH:19][C:14]=2[C:8]2[C:9]([O:12][CH3:13])=[CH:10][CH:11]=[C:6]([CH2:5][C:4]([OH:38])=[O:3])[CH:7]=2)[CH2:31][CH3:32])=[O:34])[CH2:36][CH2:37]1. (6) Reactant: [CH3:1][O:2][C:3]1[CH:12]=[C:11]2[C:6]([CH2:7][CH2:8][CH:9]([NH2:13])[CH2:10]2)=[CH:5][CH:4]=1.N1C=CC=CC=1.[F:20][C:21]1[CH:29]=[CH:28][C:24]([C:25](Cl)=[O:26])=[CH:23][CH:22]=1.O. Product: [F:20][C:21]1[CH:29]=[CH:28][C:24]([C:25]([NH:13][CH:9]2[CH2:8][CH2:7][C:6]3[C:11](=[CH:12][C:3]([O:2][CH3:1])=[CH:4][CH:5]=3)[CH2:10]2)=[O:26])=[CH:23][CH:22]=1. The catalyst class is: 96.